From a dataset of Forward reaction prediction with 1.9M reactions from USPTO patents (1976-2016). Predict the product of the given reaction. Given the reactants COC1(C2C=CC(SC)=CC=2)C(C)(C)O1.CNCCC.[CH3:21][S:22][C:23]1[CH:28]=[CH:27][C:26]([C:29]([C:31]2([N:37]3[CH2:41][CH2:40][CH2:39][CH2:38]3)[CH2:36]CCC[CH2:32]2)=[O:30])=[CH:25][CH:24]=1, predict the reaction product. The product is: [CH3:36][C:31]([N:37]([CH3:41])[CH2:38][CH2:39][CH3:40])([CH3:32])[C:29]([C:26]1[CH:27]=[CH:28][C:23]([S:22][CH3:21])=[CH:24][CH:25]=1)=[O:30].